Dataset: Forward reaction prediction with 1.9M reactions from USPTO patents (1976-2016). Task: Predict the product of the given reaction. Given the reactants [F:1][C:2]1[C:8]([F:9])=[C:7](Br)[C:6]([F:11])=[C:5]([F:12])[C:3]=1[NH2:4].[CH3:13][O:14][C:15]1[CH:16]=[C:17](B(O)O)[CH:18]=[CH:19][CH:20]=1.C1(C)C=CC=CC=1P(C1C=CC=CC=1C)C1C=CC=CC=1C.C(=O)([O-])[O-].[K+].[K+], predict the reaction product. The product is: [F:1][C:2]1[C:8]([F:9])=[C:7]([C:19]2[CH:18]=[CH:17][CH:16]=[C:15]([O:14][CH3:13])[CH:20]=2)[C:6]([F:11])=[C:5]([F:12])[C:3]=1[NH2:4].